Task: Predict the product of the given reaction.. Dataset: Forward reaction prediction with 1.9M reactions from USPTO patents (1976-2016) (1) Given the reactants C(N(C(C)C)CC)(C)C.[NH2:10][C:11]1[CH:12]=[N:13][CH:14]=[CH:15][CH:16]=1.CN(C(ON1N=NC2C=CC=NC1=2)=[N+](C)C)C.F[P-](F)(F)(F)(F)F.[CH:41]([C:43]1[CH:44]=[CH:45][C:46]([O:52][CH2:53][C:54]2[CH:59]=[CH:58][CH:57]=[CH:56][CH:55]=2)=[C:47]([CH:51]=1)[C:48](O)=[O:49])=[O:42], predict the reaction product. The product is: [CH:41]([C:43]1[CH:44]=[CH:45][C:46]([O:52][CH2:53][C:54]2[CH:59]=[CH:58][CH:57]=[CH:56][CH:55]=2)=[C:47]([CH:51]=1)[C:48]([NH:10][C:11]1[CH:12]=[N:13][CH:14]=[CH:15][CH:16]=1)=[O:49])=[O:42]. (2) Given the reactants [O:1]([C:3]1[CH:4]=[C:5]2[C:9](=[CH:10][CH:11]=1)[NH:8][C:7](=[O:12])[CH2:6]2)[CH3:2].[N:13]1[CH:18]=[CH:17][CH:16]=[C:15]([C:19]#[C:20][C:21]2[C:29]3[C:24](=[CH:25][C:26]([CH:30]=O)=[CH:27][CH:28]=3)[NH:23][N:22]=2)[CH:14]=1, predict the reaction product. The product is: [CH3:2][O:1][C:3]1[CH:4]=[C:5]2[C:9](=[CH:10][CH:11]=1)[NH:8][C:7](=[O:12])/[C:6]/2=[CH:30]/[C:26]1[CH:25]=[C:24]2[C:29]([C:21]([C:20]#[C:19][C:15]3[CH:14]=[N:13][CH:18]=[CH:17][CH:16]=3)=[N:22][NH:23]2)=[CH:28][CH:27]=1. (3) Given the reactants [NH2:1][CH2:2][C:3]([NH:5][CH:6]1[CH2:9][N:8]([C:10]([O:12][C:13]([CH3:16])([CH3:15])[CH3:14])=[O:11])[CH2:7]1)=[O:4].Cl[C:18]1[C:27]2[C:22](=[CH:23][CH:24]=[C:25]([C:28]([F:31])([F:30])[F:29])[CH:26]=2)[N:21]=[CH:20][N:19]=1.C(N(CC)CC)C, predict the reaction product. The product is: [F:31][C:28]([F:29])([F:30])[C:25]1[CH:26]=[C:27]2[C:22](=[CH:23][CH:24]=1)[N:21]=[CH:20][N:19]=[C:18]2[NH:1][CH2:2][C:3]([NH:5][CH:6]1[CH2:9][N:8]([C:10]([O:12][C:13]([CH3:16])([CH3:15])[CH3:14])=[O:11])[CH2:7]1)=[O:4]. (4) Given the reactants C1(P(C2C=CC=CC=2)C2C=CC=CC=2)C=CC=CC=1.[C:20]([O:23][CH2:24][C:25]1[CH:30]=[C:29]([CH2:31][CH2:32][CH2:33]O)[C:28]([OH:35])=[CH:27][N:26]=1)(=[O:22])[CH3:21], predict the reaction product. The product is: [C:20]([O:23][CH2:24][C:25]1[CH:30]=[C:29]2[CH2:31][CH2:32][CH2:33][O:35][C:28]2=[CH:27][N:26]=1)(=[O:22])[CH3:21]. (5) Given the reactants [NH2:1][C:2]1[CH:24]=[CH:23][C:5]2[CH2:6][CH2:7][C:8]3[C:9]([C:20]([NH2:22])=[O:21])=[N:10][N:11]([C:13]4[CH:18]=[CH:17][C:16]([F:19])=[CH:15][CH:14]=4)[C:12]=3[C:4]=2[CH:3]=1.[Cl:25][C:26]1[C:31]([C:32](O)=[O:33])=[CH:30][C:29]([N:35]2[CH2:40][CH2:39][O:38][CH2:37][CH2:36]2)=[N:28][CH:27]=1.CN(C(ON1N=NC2C=CC=NC1=2)=[N+](C)C)C.F[P-](F)(F)(F)(F)F.C(N(CC)CC)C, predict the reaction product. The product is: [Cl:25][C:26]1[C:31]([C:32]([NH:1][C:2]2[CH:24]=[CH:23][C:5]3[CH2:6][CH2:7][C:8]4[C:9]([C:20]([NH2:22])=[O:21])=[N:10][N:11]([C:13]5[CH:14]=[CH:15][C:16]([F:19])=[CH:17][CH:18]=5)[C:12]=4[C:4]=3[CH:3]=2)=[O:33])=[CH:30][C:29]([N:35]2[CH2:40][CH2:39][O:38][CH2:37][CH2:36]2)=[N:28][CH:27]=1.